Dataset: Catalyst prediction with 721,799 reactions and 888 catalyst types from USPTO. Task: Predict which catalyst facilitates the given reaction. (1) Reactant: [H-].[Na+].[C:3]([C:6]1[CH:11]=[CH:10][CH:9]=[CH:8][CH:7]=1)(=[O:5])[CH3:4].[C:12](OCC)(=[O:18])[C:13]([O:15][CH2:16][CH3:17])=[O:14]. Product: [O:18]=[C:12]([CH2:4][C:3](=[O:5])[C:6]1[CH:11]=[CH:10][CH:9]=[CH:8][CH:7]=1)[C:13]([O:15][CH2:16][CH3:17])=[O:14]. The catalyst class is: 93. (2) Product: [Cl:1][C:2]1[CH:3]=[C:4]([C@@H:8]([OH:36])[CH2:9][NH:10][C@H:11]([CH3:35])[CH2:12][C:13]2[CH:14]=[CH:15][C:16]([S:19]([C:22]3[CH:23]=[CH:24][C:25]([O:26][CH2:27][C:28]([O-:30])=[O:29])=[CH:33][CH:34]=3)(=[O:20])=[O:21])=[CH:17][CH:18]=2)[CH:5]=[CH:6][CH:7]=1.[Na+:38]. Reactant: [Cl:1][C:2]1[CH:3]=[C:4]([C@@H:8]([OH:36])[CH2:9][NH:10][C@H:11]([CH3:35])[CH2:12][C:13]2[CH:18]=[CH:17][C:16]([S:19]([C:22]3[CH:34]=[CH:33][C:25]([O:26][CH2:27][C:28]([O:30]CC)=[O:29])=[CH:24][CH:23]=3)(=[O:21])=[O:20])=[CH:15][CH:14]=2)[CH:5]=[CH:6][CH:7]=1.[OH-].[Na+:38]. The catalyst class is: 8. (3) Reactant: [C:1]1(P(C2C=CC=CC=2)C2C=CC=CC=2)C=CC=CC=1.[OH:20][C:21]1[CH:28]=[CH:27][C:26]([N+:29]([O-:31])=[O:30])=[CH:25][C:22]=1[CH:23]=[O:24].CO.N(C(OCC)=O)=NC(OCC)=O. Product: [CH3:1][O:20][C:21]1[CH:28]=[CH:27][C:26]([N+:29]([O-:31])=[O:30])=[CH:25][C:22]=1[CH:23]=[O:24]. The catalyst class is: 7. (4) Reactant: [F:1][C:2]1[CH:7]=[C:6]([F:8])[CH:5]=[CH:4][C:3]=1[C:9]1[N:10]=[C:11]2[C:16]([CH2:17][CH3:18])=[N:15][CH:14]=[CH:13][N:12]2[C:19]=1[C:20]1[CH:25]=[CH:24][N:23]=[C:22](S(C)(=O)=O)[N:21]=1.[NH2:30][CH2:31][C:32]([CH3:35])([OH:34])[CH3:33]. Product: [F:1][C:2]1[CH:7]=[C:6]([F:8])[CH:5]=[CH:4][C:3]=1[C:9]1[N:10]=[C:11]2[C:16]([CH2:17][CH3:18])=[N:15][CH:14]=[CH:13][N:12]2[C:19]=1[C:20]1[CH:25]=[CH:24][N:23]=[C:22]([NH:30][CH2:31][C:32]([CH3:35])([OH:34])[CH3:33])[N:21]=1. The catalyst class is: 10. (5) Reactant: CN(C=[N:5][C:6]1[CH:7]=[N:8][C:9]([C:12]2[CH:13]=[C:14]([CH:19]=[CH:20][CH:21]=2)[C:15]([O:17][CH3:18])=[O:16])=[N:10][CH:11]=1)C.S(=O)(=O)(O)O. Product: [NH2:5][C:6]1[CH:11]=[N:10][C:9]([C:12]2[CH:13]=[C:14]([CH:19]=[CH:20][CH:21]=2)[C:15]([O:17][CH3:18])=[O:16])=[N:8][CH:7]=1. The catalyst class is: 5. (6) Reactant: [F:1][C:2]1[CH:7]=[CH:6][C:5]([CH2:8][NH:9][C:10]([C:12]2[N:13]=[C:14]3[C:20]4([CH2:25][CH2:24][O:23][CH2:22][CH2:21]4)[CH2:19][O:18][CH2:17][CH2:16][N:15]3[C:26](=[O:29])[C:27]=2[OH:28])=[O:11])=[C:4]([N:30]2[CH:34]=[N:33][C:32]([CH2:35][OH:36])=[N:31]2)[CH:3]=1.[CH2:37](N(CC)CC)C.S(Cl)(C)(=O)=O. Product: [F:1][C:2]1[CH:7]=[CH:6][C:5]([CH2:8][NH:9][C:10]([C:12]2[N:13]=[C:14]3[C:20]4([CH2:25][CH2:24][O:23][CH2:22][CH2:21]4)[CH2:19][O:18][CH2:17][CH2:16][N:15]3[C:26](=[O:29])[C:27]=2[OH:28])=[O:11])=[C:4]([N:30]2[CH:34]=[N:33][C:32]([CH2:35][O:36][CH3:37])=[N:31]2)[CH:3]=1. The catalyst class is: 2. (7) Product: [F:39][C:2]([F:38])([F:1])[C:3]1[CH:33]=[C:32]([C:34]([F:37])([F:35])[F:36])[CH:31]=[CH:30][C:4]=1[CH2:5][N:6]1[C:14]2[C:9](=[CH:10][C:11]([CH:15]=[C:16]3[S:20][C:19]([N:21]([CH3:28])[CH:22]4[CH2:23][CH2:24][N:25]([CH:47]([CH3:51])[C:48]([NH2:50])=[O:49])[CH2:26][CH2:27]4)=[N:18][C:17]3=[O:29])=[CH:12][CH:13]=2)[CH:8]=[N:7]1. Reactant: [F:1][C:2]([F:39])([F:38])[C:3]1[CH:33]=[C:32]([C:34]([F:37])([F:36])[F:35])[CH:31]=[CH:30][C:4]=1[CH2:5][N:6]1[C:14]2[C:9](=[CH:10][C:11]([CH:15]=[C:16]3[S:20][C:19]([N:21]([CH3:28])[CH:22]4[CH2:27][CH2:26][NH:25][CH2:24][CH2:23]4)=[N:18][C:17]3=[O:29])=[CH:12][CH:13]=2)[CH:8]=[N:7]1.C(=O)([O-])[O-].[K+].[K+].Br[CH:47]([CH3:51])[C:48]([NH2:50])=[O:49]. The catalyst class is: 3. (8) Reactant: Br[C:2]1[S:22][C:5]2=[N:6][C:7]([CH3:21])=[CH:8][C:9]([NH:10][S:11]([C:14]3[CH:19]=[CH:18][CH:17]=[C:16]([Cl:20])[CH:15]=3)(=[O:13])=[O:12])=[C:4]2[C:3]=1[CH3:23].CC1(C)C(C)(C)OB([C:32]2[CH:33]=[N:34][O:35][CH:36]=2)O1.C(=O)([O-])[O-].[K+].[K+]. Product: [Cl:20][C:16]1[CH:15]=[C:14]([S:11]([NH:10][C:9]2[CH:8]=[C:7]([CH3:21])[N:6]=[C:5]3[S:22][C:2]([C:32]4[CH:33]=[N:34][O:35][CH:36]=4)=[C:3]([CH3:23])[C:4]=23)(=[O:13])=[O:12])[CH:19]=[CH:18][CH:17]=1. The catalyst class is: 551. (9) Reactant: [NH:1]1[CH2:6][CH2:5][CH:4]([CH2:7][NH:8][C:9](=[O:15])[O:10][C:11]([CH3:14])([CH3:13])[CH3:12])[CH2:3][CH2:2]1.C(=O)([O-])[O-].[K+].[K+].[CH3:22][CH2:23][N:24](C(C)C)C(C)C.BrCC#N. Product: [C:23]([CH2:22][N:1]1[CH2:6][CH2:5][CH:4]([CH2:7][NH:8][C:9](=[O:15])[O:10][C:11]([CH3:12])([CH3:14])[CH3:13])[CH2:3][CH2:2]1)#[N:24]. The catalyst class is: 23. (10) Reactant: [Cr](O[Cr]([O-])(=O)=O)([O-])(=O)=O.[NH+]1C=CC=CC=1.[NH+]1C=CC=CC=1.[F:22][C:23]1[CH:28]=[CH:27][CH:26]=[C:25]([F:29])[C:24]=1[C@H:30]1[CH2:36][NH:35]/[C:34](=[N:37]\[CH2:38][CH:39](O)[CH2:40][C:41]([F:44])([F:43])[F:42])/[C@H:33]([NH:46][C:47](=[O:53])[O:48][C:49]([CH3:52])([CH3:51])[CH3:50])[CH2:32][CH2:31]1. Product: [F:22][C:23]1[CH:28]=[CH:27][CH:26]=[C:25]([F:29])[C:24]=1[C@H:30]1[CH2:36][N:35]2[C:39]([CH2:40][C:41]([F:44])([F:43])[F:42])=[CH:38][N:37]=[C:34]2[C@H:33]([NH:46][C:47](=[O:53])[O:48][C:49]([CH3:52])([CH3:51])[CH3:50])[CH2:32][CH2:31]1. The catalyst class is: 10.